From a dataset of Catalyst prediction with 721,799 reactions and 888 catalyst types from USPTO. Predict which catalyst facilitates the given reaction. (1) Reactant: [Si:1]([O:18][CH2:19][C:20]1[CH:25]=[CH:24][C:23]([S:26]([N:29]([CH2:61][CH2:62][CH:63]([CH3:65])[CH3:64])[CH:30]([CH2:50][CH2:51][CH2:52][CH:53]=[N:54][S+:55]([O-:60])[C:56]([CH3:59])([CH3:58])[CH3:57])[CH2:31][O:32][Si:33]([C:44]2[CH:49]=[CH:48][CH:47]=[CH:46][CH:45]=2)([C:38]2[CH:43]=[CH:42][CH:41]=[CH:40][CH:39]=2)[C:34]([CH3:37])([CH3:36])[CH3:35])(=[O:28])=[O:27])=[CH:22][CH:21]=1)([C:14]([CH3:17])([CH3:16])[CH3:15])([C:8]1[CH:13]=[CH:12][CH:11]=[CH:10][CH:9]=1)[C:2]1[CH:7]=[CH:6][CH:5]=[CH:4][CH:3]=1.[CH2:66]([Mg]Br)[CH3:67]. Product: [Si:1]([O:18][CH2:19][C:20]1[CH:25]=[CH:24][C:23]([S:26]([N:29]([CH2:61][CH2:62][CH:63]([CH3:65])[CH3:64])[C@@H:30]([CH2:50][CH2:51][CH2:52][C@H:53]([CH2:66][CH3:67])[NH:54][S+:55]([O-:60])[C:56]([CH3:59])([CH3:58])[CH3:57])[CH2:31][O:32][Si:33]([C:38]2[CH:39]=[CH:40][CH:41]=[CH:42][CH:43]=2)([C:44]2[CH:45]=[CH:46][CH:47]=[CH:48][CH:49]=2)[C:34]([CH3:35])([CH3:36])[CH3:37])(=[O:27])=[O:28])=[CH:22][CH:21]=1)([C:14]([CH3:17])([CH3:16])[CH3:15])([C:8]1[CH:9]=[CH:10][CH:11]=[CH:12][CH:13]=1)[C:2]1[CH:3]=[CH:4][CH:5]=[CH:6][CH:7]=1. The catalyst class is: 2. (2) Reactant: [F:1][CH:2]([F:15])[O:3][C:4]1[CH:5]=[C:6]2[C:10](=[CH:11][CH:12]=1)[N:9]([CH3:13])[N:8]=[C:7]2I.[CH:16]([Mg]Cl)(C)C.[CH2:21]([Sn:25]([CH2:30][CH2:31][CH2:32][CH3:33])(Cl)[CH2:26][CH2:27][CH3:28])[CH2:22][CH2:23][CH3:24]. Product: [F:1][CH:2]([F:15])[O:3][C:4]1[CH:5]=[C:6]2[C:10](=[CH:11][CH:12]=1)[N:9]([CH3:13])[N:8]=[C:7]2[Sn:25]([CH2:30][CH2:31][CH2:32][CH3:33])([CH2:26][CH2:27][CH2:28][CH3:16])[CH2:21][CH2:22][CH2:23][CH3:24]. The catalyst class is: 1. (3) Reactant: Cl[CH2:2][CH2:3][CH2:4][N:5]1[CH2:10][CH2:9][N:8]([C:11]([O:13][C:14]([CH3:17])([CH3:16])[CH3:15])=[O:12])[CH2:7][CH2:6]1.C(=O)([O-])[O-].[Cs+].[Cs+].[NH2:24][C:25]1[S:26][CH:27]=[C:28]([C:30]2[CH:35]=[CH:34][CH:33]=[CH:32][CH:31]=2)[N:29]=1. Product: [C:30]1([C:28]2[N:29]=[C:25]([NH:24][CH2:2][CH2:3][CH2:4][N:5]3[CH2:10][CH2:9][N:8]([C:11]([O:13][C:14]([CH3:17])([CH3:16])[CH3:15])=[O:12])[CH2:7][CH2:6]3)[S:26][CH:27]=2)[CH:31]=[CH:32][CH:33]=[CH:34][CH:35]=1. The catalyst class is: 42. (4) Reactant: [CH2:1]([N:3]1CN(C)C[N:5]([C:10]2[S:11][C:12]3[C:18]([O:19][CH3:20])=[CH:17][C:16]([C:21]4[CH:22]=[N:23][C:24]([N:27]5[CH2:32][CH2:31][C:30]([CH3:38])([C:33]([O:35]CC)=[O:34])[CH2:29][CH2:28]5)=[N:25][CH:26]=4)=[CH:15][C:13]=3[N:14]=2)[C:4]1=[O:39])[CH3:2]. Product: [CH2:1]([NH:3][C:4]([NH:5][C:10]1[S:11][C:12]2[C:18]([O:19][CH3:20])=[CH:17][C:16]([C:21]3[CH:22]=[N:23][C:24]([N:27]4[CH2:32][CH2:31][C:30]([CH3:38])([C:33]([OH:35])=[O:34])[CH2:29][CH2:28]4)=[N:25][CH:26]=3)=[CH:15][C:13]=2[N:14]=1)=[O:39])[CH3:2]. The catalyst class is: 821. (5) Reactant: [Br:1][C:2]1[CH:3]=[CH:4][C:5]([F:20])=[C:6]([CH:8]2[C:10]3([C:14](=[O:15])[C:13]([CH3:17])([CH3:16])[O:12][C:11]3([CH3:19])[CH3:18])[O:9]2)[CH:7]=1.S(=O)(=O)(O)O. Product: [Br:1][C:2]1[CH:3]=[CH:4][C:5]([F:20])=[C:6]([CH:8]2[C:10](=[O:9])[C:11]([CH3:19])([CH3:18])[O:12][C:13]([CH3:16])([CH3:17])[C:14]2=[O:15])[CH:7]=1. The catalyst class is: 4.